From a dataset of Catalyst prediction with 721,799 reactions and 888 catalyst types from USPTO. Predict which catalyst facilitates the given reaction. (1) Reactant: [ClH:1].CC([N:6]([CH:10]1[CH2:15][CH2:14][C:13]([F:17])([F:16])[CH2:12][CH2:11]1)C(=O)[O-])(C)C. Product: [ClH:1].[F:16][C:13]1([F:17])[CH2:14][CH2:15][CH:10]([NH2:6])[CH2:11][CH2:12]1. The catalyst class is: 12. (2) Reactant: [C:1]1([CH2:7][CH2:8][CH2:9][CH2:10][CH2:11][CH2:12][C:13]([OH:15])=O)[CH:6]=[CH:5][CH:4]=[CH:3][CH:2]=1.F[P-](F)(F)(F)(F)F.N1(O[P+](N(C)C)(N(C)C)N(C)C)C2C=CC=CC=2N=N1.CCN(C(C)C)C(C)C.[CH:52]1([O:58][C:59](=[O:79])[CH2:60][CH2:61][C@H:62]([NH2:78])[CH2:63][S:64][C:65]2[CH:70]=[CH:69][C:68]([CH2:71][C:72]3[CH:77]=[CH:76][CH:75]=[CH:74][CH:73]=3)=[CH:67][CH:66]=2)[CH2:57][CH2:56][CH2:55][CH2:54][CH2:53]1. Product: [CH:52]1([O:58][C:59](=[O:79])[CH2:60][CH2:61][C@H:62]([NH:78][C:13](=[O:15])[CH2:12][CH2:11][CH2:10][CH2:9][CH2:8][CH2:7][C:1]2[CH:2]=[CH:3][CH:4]=[CH:5][CH:6]=2)[CH2:63][S:64][C:65]2[CH:70]=[CH:69][C:68]([CH2:71][C:72]3[CH:73]=[CH:74][CH:75]=[CH:76][CH:77]=3)=[CH:67][CH:66]=2)[CH2:53][CH2:54][CH2:55][CH2:56][CH2:57]1. The catalyst class is: 1. (3) Reactant: [I-].[NH2:2][N+:3]1[CH:8]=[CH:7][CH:6]=[CH:5][C:4]=1[NH2:9].[Cl:10][CH2:11][C:12](Cl)=O.C(N(CC)CC)C. Product: [Cl:10][CH2:11][C:12]1[N:9]=[C:4]2[CH:5]=[CH:6][CH:7]=[CH:8][N:3]2[N:2]=1. The catalyst class is: 144. (4) Reactant: [F:1][C:2]1[CH:3]=[CH:4][C:5]([C:10]2[CH:15]=[CH:14][CH:13]=[CH:12][N:11]=2)=[N:6][C:7]=1[CH:8]=O.Cl.[NH2:17][OH:18].N1C=CC=CC=1. Product: [F:1][C:2]1[CH:3]=[CH:4][C:5]([C:10]2[CH:15]=[CH:14][CH:13]=[CH:12][N:11]=2)=[N:6][C:7]=1[CH:8]=[N:17][OH:18]. The catalyst class is: 14. (5) The catalyst class is: 63. Reactant: [F:1][C:2]([F:30])([F:29])/[C:3](/[C:18]1[CH:23]=[CH:22][C:21]([N:24]2[CH:28]=[CH:27][CH:26]=[N:25]2)=[CH:20][CH:19]=1)=[CH:4]\[C:5]1[NH:6][CH:7]=[C:8]([CH2:10][C:11]2([C:14]([F:17])([F:16])[F:15])[CH2:13][CH2:12]2)[N:9]=1.[H][H]. Product: [F:30][C:2]([F:1])([F:29])[CH:3]([C:18]1[CH:19]=[CH:20][C:21]([N:24]2[CH:28]=[CH:27][CH:26]=[N:25]2)=[CH:22][CH:23]=1)[CH2:4][C:5]1[NH:6][CH:7]=[C:8]([CH2:10][C:11]2([C:14]([F:15])([F:16])[F:17])[CH2:12][CH2:13]2)[N:9]=1.